From a dataset of Forward reaction prediction with 1.9M reactions from USPTO patents (1976-2016). Predict the product of the given reaction. Given the reactants Cl.[N:2]1[CH:7]=[CH:6][C:5]([C:8]2[C:9]([C:16]3[CH:17]=[C:18]([CH:22]=[CH:23][CH:24]=3)[C:19](O)=[O:20])=[N:10][N:11]3[CH2:15][CH2:14][S:13][C:12]=23)=[CH:4][CH:3]=1.[C:25]([C:29]1[CH:35]=[CH:34][C:32]([NH2:33])=[CH:31][CH:30]=1)([CH3:28])([CH3:27])[CH3:26], predict the reaction product. The product is: [C:25]([C:29]1[CH:30]=[CH:31][C:32]([NH:33][C:19](=[O:20])[C:18]2[CH:22]=[CH:23][CH:24]=[C:16]([C:9]3[C:8]([C:5]4[CH:6]=[CH:7][N:2]=[CH:3][CH:4]=4)=[C:12]4[S:13][CH2:14][CH2:15][N:11]4[N:10]=3)[CH:17]=2)=[CH:34][CH:35]=1)([CH3:28])([CH3:26])[CH3:27].